From a dataset of Peptide-MHC class I binding affinity with 185,985 pairs from IEDB/IMGT. Regression. Given a peptide amino acid sequence and an MHC pseudo amino acid sequence, predict their binding affinity value. This is MHC class I binding data. (1) The peptide sequence is FPYSTFPII. The MHC is HLA-B44:02 with pseudo-sequence HLA-B44:02. The binding affinity (normalized) is 0. (2) The peptide sequence is HMMAVTLFY. The MHC is HLA-C14:02 with pseudo-sequence HLA-C14:02. The binding affinity (normalized) is 0.423.